This data is from Catalyst prediction with 721,799 reactions and 888 catalyst types from USPTO. The task is: Predict which catalyst facilitates the given reaction. (1) The catalyst class is: 2. Product: [CH2:5]([N:12]1[C:24]2[CH:23]=[C:22]3[CH:25]=[CH:26][CH:27]=[CH:28][C:21]3=[C:20]([OH:29])[C:19]=2[C:18]2[C:17]([C:31]([O:33][CH3:34])=[O:32])=[CH:16][CH:15]=[CH:14][C:13]1=2)[C:6]1[CH:11]=[CH:10][CH:9]=[CH:8][CH:7]=1. Reactant: B(Br)(Br)Br.[CH2:5]([N:12]1[C:24]2[CH:23]=[C:22]3[CH:25]=[CH:26][CH:27]=[CH:28][C:21]3=[C:20]([O:29]C)[C:19]=2[C:18]2[C:17]([C:31]([O:33][CH3:34])=[O:32])=[CH:16][CH:15]=[CH:14][C:13]1=2)[C:6]1[CH:11]=[CH:10][CH:9]=[CH:8][CH:7]=1. (2) The catalyst class is: 99. Product: [NH2:1][C:4]1[CH:13]=[C:12]([C:14]([F:15])([F:16])[F:17])[CH:11]=[CH:10][C:5]=1[C:6]([O:8][CH3:9])=[O:7]. Reactant: [N+:1]([C:4]1[CH:13]=[C:12]([C:14]([F:17])([F:16])[F:15])[CH:11]=[CH:10][C:5]=1[C:6]([O:8][CH3:9])=[O:7])([O-])=O. (3) Reactant: Br[CH2:2][C:3]1[S:7][N:6]=[C:5]([C:8]2[CH:13]=[CH:12][C:11]([O:14][C:15]([F:18])([F:17])[F:16])=[CH:10][CH:9]=2)[N:4]=1.[F:19][C:20]1[C:28]([OH:29])=[CH:27][CH:26]=[C:25]([F:30])[C:21]=1[C:22]([NH2:24])=[O:23].C(=O)([O-])[O-].[K+].[K+]. Product: [F:19][C:20]1[C:28]([O:29][CH2:2][C:3]2[S:7][N:6]=[C:5]([C:8]3[CH:13]=[CH:12][C:11]([O:14][C:15]([F:18])([F:17])[F:16])=[CH:10][CH:9]=3)[N:4]=2)=[CH:27][CH:26]=[C:25]([F:30])[C:21]=1[C:22]([NH2:24])=[O:23]. The catalyst class is: 3.